Predict the reactants needed to synthesize the given product. From a dataset of Full USPTO retrosynthesis dataset with 1.9M reactions from patents (1976-2016). (1) Given the product [S:1]1[C:5]2[CH:6]=[CH:7][CH:8]=[CH:9][C:4]=2[N:3]=[C:2]1[CH:10]([C:33]1[CH:38]=[CH:37][CH:36]=[CH:35][C:34]=1[O:39][CH3:40])[NH:11][S:12]([C:15]1[CH:25]=[CH:24][C:18]2[O:19][CH2:20][CH2:21][CH2:22][O:23][C:17]=2[CH:16]=1)(=[O:14])=[O:13], predict the reactants needed to synthesize it. The reactants are: [S:1]1[C:5]2[CH:6]=[CH:7][CH:8]=[CH:9][C:4]=2[N:3]=[C:2]1[CH:10]=[N:11][S:12]([C:15]1[CH:25]=[CH:24][C:18]2[O:19][CH2:20][CH2:21][CH2:22][O:23][C:17]=2[CH:16]=1)(=[O:14])=[O:13].O1CCCC1.Br[Mg][C:33]1[CH:38]=[CH:37][CH:36]=[CH:35][C:34]=1[O:39][CH3:40].C(OCC)C. (2) Given the product [CH2:1]([O:3][C:4]([C:6]1[NH:14][C:13]2[CH:12]=[CH:11][N:10]=[CH:9][C:8]=2[C:7]=1[NH:15][C:17]1[CH:22]=[CH:21][C:20]([S:23][CH3:24])=[CH:19][C:18]=1[F:25])=[O:5])[CH3:2], predict the reactants needed to synthesize it. The reactants are: [CH2:1]([O:3][C:4]([C:6]1[NH:14][C:13]2[CH:12]=[CH:11][N:10]=[CH:9][C:8]=2[C:7]=1[NH2:15])=[O:5])[CH3:2].Br[C:17]1[CH:22]=[CH:21][C:20]([S:23][CH3:24])=[CH:19][C:18]=1[F:25].CC1(C)C2C(=C(P(C3C=CC=CC=3)C3C=CC=CC=3)C=CC=2)OC2C(P(C3C=CC=CC=3)C3C=CC=CC=3)=CC=CC1=2.C(=O)([O-])[O-].[Cs+].[Cs+]. (3) Given the product [Br:1][C:2]1[CH:3]=[CH:4][C:5]2[O:9][C:8]([CH:11]3[CH2:16][CH2:15][NH:14][CH2:13][CH2:12]3)([CH3:10])[CH2:7][C:6]=2[CH:24]=1, predict the reactants needed to synthesize it. The reactants are: [Br:1][C:2]1[CH:3]=[CH:4][C:5]2[O:9][C:8]([CH:11]3[CH2:16][CH2:15][N:14](C(OC(C)(C)C)=O)[CH2:13][CH2:12]3)([CH3:10])[CH2:7][C:6]=2[CH:24]=1.C(O)(C(F)(F)F)=O.FC1C2OC(C3(O)CCN(C4N=CC(CCC)=CN=4)CC3)CC=2C=C(C2CCNCC=2)C=1.